This data is from Full USPTO retrosynthesis dataset with 1.9M reactions from patents (1976-2016). The task is: Predict the reactants needed to synthesize the given product. Given the product [C:11]([O:15][C:16](=[O:26])[NH:17][C@@H:18]1[CH2:23][CH2:22][CH2:21][CH2:20][C@H:19]1[CH:24]=[O:25])([CH3:14])([CH3:12])[CH3:13], predict the reactants needed to synthesize it. The reactants are: C(Cl)(=O)C(Cl)=O.CS(C)=O.[C:11]([O:15][C:16](=[O:26])[NH:17][C@@H:18]1[CH2:23][CH2:22][CH2:21][CH2:20][C@H:19]1[CH2:24][OH:25])([CH3:14])([CH3:13])[CH3:12].C(N(CC)CC)C.